Task: Predict the reactants needed to synthesize the given product.. Dataset: Full USPTO retrosynthesis dataset with 1.9M reactions from patents (1976-2016) (1) Given the product [CH3:1][C:2]1[C:9]([N+:10]([O-:12])=[O:11])=[CH:8][CH:7]=[CH:6][C:3]=1[CH2:4][NH:15][CH2:13][CH3:14], predict the reactants needed to synthesize it. The reactants are: [CH3:1][C:2]1[C:9]([N+:10]([O-:12])=[O:11])=[CH:8][CH:7]=[CH:6][C:3]=1[CH2:4]Cl.[CH2:13]([NH2:15])[CH3:14].CO.C([O-])([O-])=O.[K+].[K+]. (2) Given the product [CH2:17]([N:8]([CH2:1][C:2]1[CH:3]=[CH:4][CH:5]=[CH:6][CH:7]=1)[C@H:9]1[CH2:14][CH2:13][N:12]([CH2:26][CH2:25][OH:27])[CH2:11][C@H:10]1[O:15][CH3:16])[C:18]1[CH:23]=[CH:22][CH:21]=[CH:20][CH:19]=1, predict the reactants needed to synthesize it. The reactants are: [CH2:1]([N:8]([CH2:17][C:18]1[CH:23]=[CH:22][CH:21]=[CH:20][CH:19]=1)[C@H:9]1[CH2:14][CH2:13][NH:12][CH2:11][C@H:10]1[O:15][CH3:16])[C:2]1[CH:7]=[CH:6][CH:5]=[CH:4][CH:3]=1.Br[CH:25]([OH:27])[CH3:26].C(N(CC)C(C)C)(C)C.C(OC(N[C@@H]1CCN(CCO)C[C@@H]1C(OC)=O)=O)C1C=CC=CC=1.